This data is from Reaction yield outcomes from USPTO patents with 853,638 reactions. The task is: Predict the reaction yield, written as a fraction of the theoretical maximum amount of product (1.0 means a 100% yield; for example, 0.34 means a 34% yield). (1) The product is [Cl:11][C:9]1[CH:8]=[C:4]([CH:3]=[C:2]([O:14][CH:13]([CH3:15])[CH3:12])[N:10]=1)[C:5]([OH:7])=[O:6]. The yield is 0.540. The catalyst is C(O)(C)C. The reactants are Cl[C:2]1[CH:3]=[C:4]([CH:8]=[C:9]([Cl:11])[N:10]=1)[C:5]([OH:7])=[O:6].[CH3:12][CH:13]([CH3:15])[O-:14].[Na+]. (2) The reactants are Cl[CH2:2][CH2:3][CH2:4][NH:5][C:6]([C:8]1[C:9]([C:14]2[CH:19]=[CH:18][CH:17]=[CH:16][CH:15]=2)=[N:10][O:11][C:12]=1[CH3:13])=[O:7].[F:20][C:21]([F:37])([F:36])[CH2:22][O:23][C:24]1[CH:29]=[CH:28][CH:27]=[CH:26][C:25]=1[N:30]1[CH2:35][CH2:34][NH:33][CH2:32][CH2:31]1.O[C:39]1C=CC(Cl)=CC=1N1CCNCC1. The catalyst is C(OCC)(=O)C. The product is [CH2:13]([C:12]1[O:11][N:10]=[C:9]([C:14]2[CH:19]=[CH:18][CH:17]=[CH:16][CH:15]=2)[C:8]=1[C:6]([NH:5][CH2:4][CH2:3][CH2:2][N:33]1[CH2:34][CH2:35][N:30]([C:25]2[CH:26]=[CH:27][CH:28]=[CH:29][C:24]=2[O:23][CH2:22][C:21]([F:20])([F:36])[F:37])[CH2:31][CH2:32]1)=[O:7])[CH3:39]. The yield is 0.540. (3) The reactants are [CH2:1]([N:3]([CH:14]1[CH2:19][CH2:18][O:17][CH2:16][CH2:15]1)[C:4]1[S:8][C:7]([CH3:9])=[C:6]([C:10]([OH:12])=O)[C:5]=1[CH3:13])[CH3:2].Cl.[NH2:21][CH2:22][C:23]1[C:24](=[O:31])[NH:25][C:26]([CH3:30])=[CH:27][C:28]=1[CH3:29].C(Cl)CCl.C1C=NC2N(O)N=NC=2C=1.CN1CCOCC1. The catalyst is CO.O.C(O)(C(F)(F)F)=O.CN(C=O)C. The product is [CH3:29][C:28]1[CH:27]=[C:26]([CH3:30])[NH:25][C:24](=[O:31])[C:23]=1[CH2:22][NH:21][C:10]([C:6]1[C:5]([CH3:13])=[C:4]([N:3]([CH2:1][CH3:2])[CH:14]2[CH2:19][CH2:18][O:17][CH2:16][CH2:15]2)[S:8][C:7]=1[CH3:9])=[O:12]. The yield is 0.634. (4) The reactants are [NH2:1][CH2:2][CH2:3][O:4][C:5]1[CH:10]=[CH:9][C:8]([C:11]2[N:12]([CH2:24][CH3:25])[C:13]3[C:18]([C:19]=2[C:20]#[N:21])=[CH:17][CH:16]=[C:15]([O:22][CH3:23])[CH:14]=3)=[CH:7][CH:6]=1.CCN(CC)CC.[C:33](Cl)(=[O:35])[CH3:34]. The catalyst is C1COCC1. The product is [C:20]([C:19]1[C:18]2[C:13](=[CH:14][C:15]([O:22][CH3:23])=[CH:16][CH:17]=2)[N:12]([CH2:24][CH3:25])[C:11]=1[C:8]1[CH:9]=[CH:10][C:5]([O:4][CH2:3][CH2:2][NH:1][C:33](=[O:35])[CH3:34])=[CH:6][CH:7]=1)#[N:21]. The yield is 0.970. (5) The reactants are [N+:1]([C:4]1[CH:5]=[C:6]([N:19]2[CH2:24][CH2:23][N:22]([C:25]([O:27][C:28]([CH3:31])([CH3:30])[CH3:29])=[O:26])[CH2:21][CH2:20]2)[CH:7]=[CH:8][C:9]=1[S:10]([C:13]1[CH:18]=[CH:17][CH:16]=[CH:15][CH:14]=1)(=[O:12])=[O:11])([O-])=O.O.NN. The catalyst is CCO.C1COCC1.[Ni]. The product is [NH2:1][C:4]1[CH:5]=[C:6]([N:19]2[CH2:20][CH2:21][N:22]([C:25]([O:27][C:28]([CH3:31])([CH3:30])[CH3:29])=[O:26])[CH2:23][CH2:24]2)[CH:7]=[CH:8][C:9]=1[S:10]([C:13]1[CH:14]=[CH:15][CH:16]=[CH:17][CH:18]=1)(=[O:11])=[O:12]. The yield is 0.990. (6) The reactants are Cl[C:2](Cl)(Cl)C(O)=O.C([Zn]CC)C.ICI.[N+:16]([C:19]1[C:28]([O:29][CH:30]=[CH2:31])=[CH:27][CH:26]=[CH:25][C:20]=1[C:21]([O:23][CH3:24])=[O:22])([O-:18])=[O:17]. The catalyst is ClCCl. The product is [CH:30]1([O:29][C:28]2[C:19]([N+:16]([O-:18])=[O:17])=[C:20]([CH:25]=[CH:26][CH:27]=2)[C:21]([O:23][CH3:24])=[O:22])[CH2:2][CH2:31]1. The yield is 0.600. (7) The reactants are C[O:2][C:3](=[O:28])[C@H:4]([CH2:13][S:14][C:15]1[CH:20]=[CH:19][C:18]([C:21]([O:23][CH2:24][CH:25]=[CH2:26])=[O:22])=[CH:17][C:16]=1[NH2:27])[NH:5][C:6]([O:8][C:9]([CH3:12])([CH3:11])[CH3:10])=[O:7].P([O-])([O-])([O-])=O.[Na+].[Na+].[Na+].[OH-].[Na+]. The catalyst is CC(OC)(C)C.[Cl-].[Na+]. The product is [C:9]([O:8][C:6]([NH:5][C@H:4]([C:3]([OH:28])=[O:2])[CH2:13][S:14][C:15]1[CH:20]=[CH:19][C:18]([C:21]([O:23][CH2:24][CH:25]=[CH2:26])=[O:22])=[CH:17][C:16]=1[NH2:27])=[O:7])([CH3:10])([CH3:11])[CH3:12]. The yield is 0.939. (8) The reactants are C(N(CC)CC)C.C1C=CC2N(O)N=NC=2C=1.Cl.[CH3:19][NH:20][O:21][CH3:22].C(Cl)CCl.[CH2:27]([O:34][C:35]([NH:37][C:38]1[CH:39]=[C:40]([CH2:44][C:45]([OH:47])=O)[CH:41]=[CH:42][CH:43]=1)=[O:36])[C:28]1[CH:33]=[CH:32][CH:31]=[CH:30][CH:29]=1. No catalyst specified. The product is [CH2:27]([O:34][C:35](=[O:36])[NH:37][C:38]1[CH:43]=[CH:42][CH:41]=[C:40]([CH2:44][C:45]([N:20]([O:21][CH3:22])[CH3:19])=[O:47])[CH:39]=1)[C:28]1[CH:29]=[CH:30][CH:31]=[CH:32][CH:33]=1. The yield is 0.740.